Dataset: Peptide-MHC class I binding affinity with 185,985 pairs from IEDB/IMGT. Task: Regression. Given a peptide amino acid sequence and an MHC pseudo amino acid sequence, predict their binding affinity value. This is MHC class I binding data. (1) The peptide sequence is VLYHRYNLV. The MHC is HLA-C07:01 with pseudo-sequence HLA-C07:01. The binding affinity (normalized) is 0.382. (2) The peptide sequence is RMMGVKYLM. The MHC is HLA-C14:02 with pseudo-sequence HLA-C14:02. The binding affinity (normalized) is 0.283. (3) The peptide sequence is PKWNNETW. The MHC is Mamu-B17 with pseudo-sequence Mamu-B17. The binding affinity (normalized) is 0.376. (4) The peptide sequence is DEEAINLFH. The MHC is HLA-B27:03 with pseudo-sequence HLA-B27:03. The binding affinity (normalized) is 0.0847. (5) The peptide sequence is DIVNNFITK. The MHC is HLA-A31:01 with pseudo-sequence HLA-A31:01. The binding affinity (normalized) is 0.0497. (6) The peptide sequence is TIKESLLKET. The MHC is HLA-A02:02 with pseudo-sequence HLA-A02:02. The binding affinity (normalized) is 0.319. (7) The peptide sequence is SIDRFLRV. The MHC is H-2-Kb with pseudo-sequence H-2-Kb. The binding affinity (normalized) is 0.311. (8) The peptide sequence is FAAAAARTL. The MHC is HLA-B27:05 with pseudo-sequence HLA-B27:05. The binding affinity (normalized) is 0.0847. (9) The peptide sequence is RQLQREGLV. The MHC is HLA-A02:01 with pseudo-sequence HLA-A02:01. The binding affinity (normalized) is 0.213. (10) The peptide sequence is KIPNDNIIE. The MHC is HLA-A26:01 with pseudo-sequence HLA-A26:01. The binding affinity (normalized) is 0.0847.